From a dataset of Full USPTO retrosynthesis dataset with 1.9M reactions from patents (1976-2016). Predict the reactants needed to synthesize the given product. The reactants are: [NH2:1][C:2]1[CH:18]=[CH:17][C:5]([O:6][C:7]2[CH:12]=[CH:11][N:10]=[C:9]([C:13]([NH:15][CH3:16])=[O:14])[CH:8]=2)=[CH:4][CH:3]=1.[Cl:19][C:20]1[CH:25]=[CH:24][C:23]([N:26]=[C:27]=[O:28])=[CH:22][C:21]=1[C:29]([F:32])([F:31])[F:30]. Given the product [CH3:16][NH:15][C:13]([C:9]1[CH:8]=[C:7]([O:6][C:5]2[CH:17]=[CH:18][C:2]([NH:1][C:27]([NH:26][C:23]3[CH:24]=[CH:25][C:20]([Cl:19])=[C:21]([C:29]([F:31])([F:30])[F:32])[CH:22]=3)=[O:28])=[CH:3][CH:4]=2)[CH:12]=[CH:11][N:10]=1)=[O:14], predict the reactants needed to synthesize it.